Dataset: Full USPTO retrosynthesis dataset with 1.9M reactions from patents (1976-2016). Task: Predict the reactants needed to synthesize the given product. (1) Given the product [F:37][C:35]([F:38])([F:36])[C:31]1[CH:30]=[C:29]([N:11]2[C:12]3[CH2:13][CH2:14][CH2:15][C:16](=[O:28])[C:17]=3[CH:18]([C:20]3[CH:21]=[CH:22][C:23]([C:24]#[N:25])=[CH:26][CH:27]=3)[N:19]([CH2:41][CH2:42][CH2:43][N:44]3[CH2:48][CH2:47][CH2:46][CH2:45]3)[C:10]2=[O:9])[CH:34]=[CH:33][CH:32]=1, predict the reactants needed to synthesize it. The reactants are: C([N-]C(C)C)(C)C.[Li+].[O:9]=[C:10]1[NH:19][CH:18]([C:20]2[CH:27]=[CH:26][C:23]([C:24]#[N:25])=[CH:22][CH:21]=2)[C:17]2[C:16](=[O:28])[CH2:15][CH2:14][CH2:13][C:12]=2[N:11]1[C:29]1[CH:34]=[CH:33][CH:32]=[C:31]([C:35]([F:38])([F:37])[F:36])[CH:30]=1.Br.Br[CH2:41][CH2:42][CH2:43][N:44]1[CH2:48][CH2:47][CH2:46][CH2:45]1.O. (2) Given the product [CH:17]1([CH2:16][N:7]2[C:8]3[C:13](=[CH:12][CH:11]=[CH:10][C:9]=3[O:14][CH3:15])[C:5]([C:3]3[N:33]=[C:31]([CH2:30][O:29][C:27]([C:23]([CH3:26])([CH3:24])[CH3:25])=[O:28])[S:32][CH:2]=3)=[CH:6]2)[CH2:18][CH2:19][CH2:20][CH2:21][CH2:22]1, predict the reactants needed to synthesize it. The reactants are: Cl[CH2:2][C:3]([C:5]1[C:13]2[C:8](=[C:9]([O:14][CH3:15])[CH:10]=[CH:11][CH:12]=2)[N:7]([CH2:16][CH:17]2[CH2:22][CH2:21][CH2:20][CH2:19][CH2:18]2)[CH:6]=1)=O.[C:23]([C:27]([O:29][CH2:30][C:31]([NH2:33])=[S:32])=[O:28])([CH3:26])([CH3:25])[CH3:24]. (3) Given the product [F:24][C:2]([F:23])([F:1])[S:3]([O:6][C:7]1[CH:12]=[C:11]([O:13][C:25]([O:27][C:28]([CH3:31])([CH3:30])[CH3:29])=[O:26])[CH:10]=[CH:9][C:8]=1[C:14]1[CH:19]=[C:18]([O:20][CH3:21])[CH:17]=[CH:16][C:15]=1[F:22])(=[O:5])=[O:4], predict the reactants needed to synthesize it. The reactants are: [F:1][C:2]([F:24])([F:23])[S:3]([O:6][C:7]1[CH:12]=[C:11]([OH:13])[CH:10]=[CH:9][C:8]=1[C:14]1[CH:19]=[C:18]([O:20][CH3:21])[CH:17]=[CH:16][C:15]=1[F:22])(=[O:5])=[O:4].[C:25](O[C:25]([O:27][C:28]([CH3:31])([CH3:30])[CH3:29])=[O:26])([O:27][C:28]([CH3:31])([CH3:30])[CH3:29])=[O:26].C(N(CC)C(C)C)(C)C.O. (4) Given the product [Br:1][C:2]1[C:7](=[O:8])[NH:6][CH:5]=[C:4]([C:10]2[S:14][C:13]([NH:15][CH:16]([CH3:17])[CH3:18])=[N:12][CH:11]=2)[CH:3]=1, predict the reactants needed to synthesize it. The reactants are: [Br:1][C:2]1[CH:3]=[C:4]([C:10]2[S:14][C:13]([NH:15][CH:16]([CH3:18])[CH3:17])=[N:12][CH:11]=2)[CH:5]=[N:6][C:7]=1[O:8]C.Cl.[OH-].[Na+]. (5) Given the product [F:1][C:2]1[CH:11]=[CH:10][CH:9]=[C:8]2[C:3]=1[CH:4]=[N:5][C:6]([CH3:12])=[N:7]2, predict the reactants needed to synthesize it. The reactants are: [F:1][C:2]1[CH:11]=[CH:10][CH:9]=[C:8]2[C:3]=1[CH2:4][NH:5][C:6]([CH3:12])=[N:7]2. (6) Given the product [CH3:1][O:2][C:3](=[O:4])[C:5]1[CH:13]=[C:12]([N+:14]([O-:16])=[O:15])[CH:11]=[C:7]([C:8](=[O:9])[NH2:22])[CH:6]=1, predict the reactants needed to synthesize it. The reactants are: [CH3:1][O:2][C:3]([C:5]1[CH:6]=[C:7]([CH:11]=[C:12]([N+:14]([O-:16])=[O:15])[CH:13]=1)[C:8](O)=[O:9])=[O:4].O=S(Cl)Cl.C[N:22](C=O)C. (7) Given the product [F:13][C:8]1[CH:7]=[C:6]([C:4](=[O:5])[CH2:3][CH2:2][N+:28]([O-:30])=[O:29])[CH:11]=[CH:10][C:9]=1[F:12], predict the reactants needed to synthesize it. The reactants are: Cl[CH2:2][CH2:3][C:4]([C:6]1[CH:11]=[CH:10][C:9]([F:12])=[C:8]([F:13])[CH:7]=1)=[O:5].CN(C)C=O.C1(C=C(O)C=C(O)C=1)O.[N:28]([O-:30])=[O:29].[Na+]. (8) Given the product [CH2:12]([N:11]([CH2:10][C@@H:9]([NH:8][C:45]([O:56][CH2:57][C:58]1[S:62][CH:61]=[N:60][CH:59]=1)=[O:63])[CH2:31][C:32]1[CH:33]=[CH:34][CH:35]=[CH:36][CH:37]=1)[CH2:14][C@@H:15]([NH:23][C:24]([O:26][CH2:27][C:28]1[S:62][CH:61]=[N:60][CH:59]=1)=[O:25])[CH2:16][C:17]1[CH:22]=[CH:21][CH:20]=[CH:19][CH:18]=1)[CH3:13], predict the reactants needed to synthesize it. The reactants are: C(OC([NH:8][C@H:9]([CH2:31][C:32]1[CH:37]=[CH:36][CH:35]=[CH:34][CH:33]=1)[CH2:10][N:11]([CH2:14][C@H:15]([NH:23][C:24]([O:26][C:27](C)(C)[CH3:28])=[O:25])[CH2:16][C:17]1[CH:22]=[CH:21][CH:20]=[CH:19][CH:18]=1)[CH2:12][CH3:13])=O)(C)(C)C.FC(F)(F)C(O)=O.[C:45](=[O:63])([O:56][CH2:57][C:58]1[S:62][CH:61]=[N:60][CH:59]=1)OC1C=CC([N+]([O-])=O)=CC=1.